This data is from Forward reaction prediction with 1.9M reactions from USPTO patents (1976-2016). The task is: Predict the product of the given reaction. (1) The product is: [Br:7][C:10]1[CH2:15][CH2:14][CH2:13][CH2:12][C:11]=1[CH:4]=[O:5]. Given the reactants CN([CH:4]=[O:5])C.P(Br)(Br)[Br:7].[C:10]1(=O)[CH2:15][CH2:14][CH2:13][CH2:12][CH2:11]1.C([O-])(O)=O.[Na+], predict the reaction product. (2) Given the reactants COCCN(S(F)(F)[F:11])CCOC.[F:14][C:15]1[CH:20]=[C:19]([S:21]([CH3:24])(=[O:23])=[O:22])[CH:18]=[CH:17][C:16]=1[C:25]1[CH:26]=[C:27]2[CH:33]=[C:32]([CH:34]3[CH2:39][CH2:38][N:37]([CH2:40][C:41](O)([CH3:43])[CH3:42])[CH2:36][CH2:35]3)[O:31][C:28]2=[CH:29][N:30]=1, predict the reaction product. The product is: [F:14][C:15]1[CH:20]=[C:19]([S:21]([CH3:24])(=[O:23])=[O:22])[CH:18]=[CH:17][C:16]=1[C:25]1[CH:26]=[C:27]2[CH:33]=[C:32]([CH:34]3[CH2:35][CH2:36][N:37]([CH2:40][C:41]([F:11])([CH3:43])[CH3:42])[CH2:38][CH2:39]3)[O:31][C:28]2=[CH:29][N:30]=1. (3) Given the reactants Cl[C:2]1[CH:7]=[CH:6][N:5]=[CH:4][C:3]=1[N+:8]([O-:10])=[O:9].C([O-])([O-])=O.[K+].[K+].[CH:17]1([CH2:20][OH:21])[CH2:19][CH2:18]1, predict the reaction product. The product is: [CH:17]1([CH2:20][O:21][C:2]2[CH:7]=[CH:6][N:5]=[CH:4][C:3]=2[N+:8]([O-:10])=[O:9])[CH2:19][CH2:18]1.